Task: Regression. Given two drug SMILES strings and cell line genomic features, predict the synergy score measuring deviation from expected non-interaction effect.. Dataset: NCI-60 drug combinations with 297,098 pairs across 59 cell lines Drug 1: CS(=O)(=O)C1=CC(=C(C=C1)C(=O)NC2=CC(=C(C=C2)Cl)C3=CC=CC=N3)Cl. Drug 2: CN(C)C1=NC(=NC(=N1)N(C)C)N(C)C. Cell line: SF-295. Synergy scores: CSS=-4.21, Synergy_ZIP=-2.23, Synergy_Bliss=-8.32, Synergy_Loewe=-7.68, Synergy_HSA=-7.48.